This data is from Full USPTO retrosynthesis dataset with 1.9M reactions from patents (1976-2016). The task is: Predict the reactants needed to synthesize the given product. (1) Given the product [CH2:84]([O:83][P:82]([CH2:87][CH2:88][NH:89][C:22](=[O:23])[C:21]1[CH:20]=[CH:19][C:18]([N:17]([CH2:16][C:10]2[N:11]=[C:12]3[C:7](=[N:8][CH:9]=2)[N:6]=[C:5]([NH2:4])[N:14]=[C:13]3[NH2:15])[CH3:27])=[CH:26][CH:25]=1)(=[O:86])[O:81][CH2:79][CH3:80])[CH3:85], predict the reactants needed to synthesize it. The reactants are: O.O.Cl.[NH2:4][C:5]1[N:14]=[C:13]([NH2:15])[C:12]2[C:7](=[N:8][CH:9]=[C:10]([CH2:16][N:17]([CH3:27])[C:18]3[CH:26]=[CH:25][C:21]([C:22](O)=[O:23])=[CH:20][CH:19]=3)[N:11]=2)[N:6]=1.NC1N=C(N)C2C(=NC=C(CN(C3C=CC(C(O)=O)=CC=3)C)N=2)N=1.O.O.C(P(=O)(OCC)OCC)#N.CCN(C(C)C)C(C)C.C(O)(=O)C(O)=O.[CH2:79]([O:81][P:82]([CH2:87][CH2:88][NH2:89])(=[O:86])[O:83][CH2:84][CH3:85])[CH3:80]. (2) Given the product [C:1]([Cl:18])(=[O:13])[CH2:2][CH2:3][CH2:4][CH2:5][CH2:6][CH2:7][CH2:8][CH2:9][CH:10]=[CH2:11], predict the reactants needed to synthesize it. The reactants are: [C:1]([OH:13])(=O)[CH2:2][CH2:3][CH2:4][CH2:5][CH2:6][CH2:7][CH2:8][CH2:9][CH:10]=[CH2:11].C(Cl)(C([Cl:18])=O)=O. (3) Given the product [C:1]([C:3]1[CH:4]=[C:5]([S:15]([Cl:10])(=[O:17])=[O:16])[CH:7]=[CH:8][CH:9]=1)#[N:2], predict the reactants needed to synthesize it. The reactants are: [C:1]([C:3]1[CH:4]=[C:5]([CH:7]=[CH:8][CH:9]=1)N)#[N:2].[ClH:10].N([O-])=O.[Na+].[S:15](=[O:17])=[O:16]. (4) Given the product [Cl:22][C:23]1[CH:24]=[C:25]([C:30]2[C:31]([CH:32]([OH:33])[CH:1]([C:8]3[CH:9]=[N:10][CH:11]=[CH:12][CH:13]=3)[C:2]3[CH:3]=[N:4][CH:5]=[CH:6][CH:7]=3)=[CH:34][CH:35]=[CH:36][N:37]=2)[CH:26]=[C:27]([Cl:29])[CH:28]=1, predict the reactants needed to synthesize it. The reactants are: [CH2:1]([C:8]1[CH:9]=[N:10][CH:11]=[CH:12][CH:13]=1)[C:2]1[CH:3]=[N:4][CH:5]=[CH:6][CH:7]=1.C([N-]C(C)C)(C)C.[Li+].[Cl:22][C:23]1[CH:24]=[C:25]([C:30]2[N:37]=[CH:36][CH:35]=[CH:34][C:31]=2[CH:32]=[O:33])[CH:26]=[C:27]([Cl:29])[CH:28]=1. (5) Given the product [CH2:23]([N:30]1[CH2:35][CH2:34][CH2:33][C@@H:32]([NH:36][C:2]2[N:3]=[CH:4][C:5](/[CH:8]=[CH:9]/[C:10]([O:12][CH2:13][CH3:14])=[O:11])=[N:6][CH:7]=2)[CH2:31]1)[C:24]1[CH:25]=[CH:26][CH:27]=[CH:28][CH:29]=1, predict the reactants needed to synthesize it. The reactants are: Cl[C:2]1[N:3]=[CH:4][C:5](/[CH:8]=[CH:9]/[C:10]([O:12][CH2:13][CH3:14])=[O:11])=[N:6][CH:7]=1.C(=O)([O-])[O-].[K+].[K+].Cl.Cl.[CH2:23]([N:30]1[CH2:35][CH2:34][CH2:33][C@@H:32]([NH2:36])[CH2:31]1)[C:24]1[CH:29]=[CH:28][CH:27]=[CH:26][CH:25]=1. (6) Given the product [C:38]1([S:35]([N:27]2[C:28]3=[N:29][CH:30]=[C:31]([Br:34])[CH:32]=[C:33]3[C:25]([CH2:23][C:20]3[CH:21]=[CH:22][C:17]([NH2:7])=[N:18][C:19]=3[F:44])=[CH:26]2)(=[O:36])=[O:37])[CH:39]=[CH:40][CH:41]=[CH:42][CH:43]=1, predict the reactants needed to synthesize it. The reactants are: C(OC(=O)[N:7]([C:17]1[CH:22]=[CH:21][C:20]([CH:23]([C:25]2[C:33]3[C:28](=[N:29][CH:30]=[C:31]([Br:34])[CH:32]=3)[N:27]([S:35]([C:38]3[CH:43]=[CH:42][CH:41]=[CH:40][CH:39]=3)(=[O:37])=[O:36])[CH:26]=2)O)=[C:19]([F:44])[N:18]=1)CC1C=CC(OC)=CC=1)(C)(C)C.FC(F)(F)C(O)=O.C([SiH](CC)CC)C. (7) The reactants are: C([N:8]1[CH2:13][CH2:12][CH:11]([C@@H:14]([NH:18][S:19]([C:22]2[S:23][C:24]([C:27]3[CH:32]=[CH:31][C:30]([C:33]([F:36])([F:35])[F:34])=[CH:29][CH:28]=3)=[CH:25][CH:26]=2)(=[O:21])=[O:20])[C:15]([OH:17])=[O:16])[CH2:10][CH2:9]1)(OC(C)(C)C)=O.C(Cl)[Cl:38]. Given the product [ClH:38].[F:36][C:33]([F:34])([F:35])[C:30]1[CH:31]=[CH:32][C:27]([C:24]2[S:23][C:22]([S:19]([NH:18][C@H:14]([CH:11]3[CH2:12][CH2:13][NH:8][CH2:9][CH2:10]3)[C:15]([OH:17])=[O:16])(=[O:21])=[O:20])=[CH:26][CH:25]=2)=[CH:28][CH:29]=1, predict the reactants needed to synthesize it.